This data is from NCI-60 drug combinations with 297,098 pairs across 59 cell lines. The task is: Regression. Given two drug SMILES strings and cell line genomic features, predict the synergy score measuring deviation from expected non-interaction effect. (1) Drug 1: CCCS(=O)(=O)NC1=C(C(=C(C=C1)F)C(=O)C2=CNC3=C2C=C(C=N3)C4=CC=C(C=C4)Cl)F. Drug 2: CC1C(C(CC(O1)OC2CC(OC(C2O)C)OC3=CC4=CC5=C(C(=O)C(C(C5)C(C(=O)C(C(C)O)O)OC)OC6CC(C(C(O6)C)O)OC7CC(C(C(O7)C)O)OC8CC(C(C(O8)C)O)(C)O)C(=C4C(=C3C)O)O)O)O. Cell line: 786-0. Synergy scores: CSS=45.2, Synergy_ZIP=23.5, Synergy_Bliss=22.9, Synergy_Loewe=23.2, Synergy_HSA=23.2. (2) Drug 1: CC1C(C(=O)NC(C(=O)N2CCCC2C(=O)N(CC(=O)N(C(C(=O)O1)C(C)C)C)C)C(C)C)NC(=O)C3=C4C(=C(C=C3)C)OC5=C(C(=O)C(=C(C5=N4)C(=O)NC6C(OC(=O)C(N(C(=O)CN(C(=O)C7CCCN7C(=O)C(NC6=O)C(C)C)C)C)C(C)C)C)N)C. Drug 2: C#CCC(CC1=CN=C2C(=N1)C(=NC(=N2)N)N)C3=CC=C(C=C3)C(=O)NC(CCC(=O)O)C(=O)O. Cell line: LOX IMVI. Synergy scores: CSS=47.7, Synergy_ZIP=0.897, Synergy_Bliss=-5.89, Synergy_Loewe=-6.23, Synergy_HSA=-4.75. (3) Drug 1: CS(=O)(=O)C1=CC(=C(C=C1)C(=O)NC2=CC(=C(C=C2)Cl)C3=CC=CC=N3)Cl. Drug 2: C(=O)(N)NO. Cell line: U251. Synergy scores: CSS=11.4, Synergy_ZIP=-2.89, Synergy_Bliss=-0.877, Synergy_Loewe=1.10, Synergy_HSA=0.948. (4) Drug 1: C1=NC2=C(N1)C(=S)N=C(N2)N. Drug 2: CCC1=C2CN3C(=CC4=C(C3=O)COC(=O)C4(CC)O)C2=NC5=C1C=C(C=C5)O. Cell line: SNB-75. Synergy scores: CSS=40.9, Synergy_ZIP=-3.40, Synergy_Bliss=-2.47, Synergy_Loewe=-14.7, Synergy_HSA=-1.98. (5) Synergy scores: CSS=32.5, Synergy_ZIP=0.964, Synergy_Bliss=3.23, Synergy_Loewe=-6.41, Synergy_HSA=-0.0237. Cell line: SK-OV-3. Drug 1: CCC1=C2CN3C(=CC4=C(C3=O)COC(=O)C4(CC)O)C2=NC5=C1C=C(C=C5)O. Drug 2: CCC1=C2N=C(C=C(N2N=C1)NCC3=C[N+](=CC=C3)[O-])N4CCCCC4CCO. (6) Drug 1: C1CN(CCN1C(=O)CCBr)C(=O)CCBr. Drug 2: C(CCl)NC(=O)N(CCCl)N=O. Cell line: UO-31. Synergy scores: CSS=-0.388, Synergy_ZIP=-2.44, Synergy_Bliss=-1.36, Synergy_Loewe=-4.84, Synergy_HSA=-4.89. (7) Drug 1: CC1C(C(=O)NC(C(=O)N2CCCC2C(=O)N(CC(=O)N(C(C(=O)O1)C(C)C)C)C)C(C)C)NC(=O)C3=C4C(=C(C=C3)C)OC5=C(C(=O)C(=C(C5=N4)C(=O)NC6C(OC(=O)C(N(C(=O)CN(C(=O)C7CCCN7C(=O)C(NC6=O)C(C)C)C)C)C(C)C)C)N)C. Drug 2: CC1CCCC2(C(O2)CC(NC(=O)CC(C(C(=O)C(C1O)C)(C)C)O)C(=CC3=CSC(=N3)C)C)C. Cell line: K-562. Synergy scores: CSS=63.4, Synergy_ZIP=1.17, Synergy_Bliss=1.45, Synergy_Loewe=-1.05, Synergy_HSA=2.21. (8) Drug 1: CN(C)N=NC1=C(NC=N1)C(=O)N. Drug 2: CC1=CC=C(C=C1)C2=CC(=NN2C3=CC=C(C=C3)S(=O)(=O)N)C(F)(F)F. Cell line: SK-MEL-2. Synergy scores: CSS=3.16, Synergy_ZIP=-0.902, Synergy_Bliss=-4.57, Synergy_Loewe=-13.0, Synergy_HSA=-7.44.